From a dataset of Reaction yield outcomes from USPTO patents with 853,638 reactions. Predict the reaction yield, written as a fraction of the theoretical maximum amount of product (1.0 means a 100% yield; for example, 0.34 means a 34% yield). (1) The reactants are S(O)(O)(=O)=O.[CH:6]1[C:22]2[CH2:21][C@H:20]3[N:23]([CH2:25][CH2:26][C@@:12]45[C@H:19]3[CH:18]=[CH:17][C@H:15]([OH:16])[C@@H:13]4[O:14][C:10]([C:11]=25)=[C:8]([OH:9])[CH:7]=1)[CH3:24].C([O-])([O-])=O.[K+].[K+].C(Cl)Cl.Cl. The catalyst is O. The product is [CH:6]1[C:22]2[CH2:21][C@H:20]3[N:23]([CH2:25][CH2:26][C@@:12]45[C@H:19]3[CH:18]=[CH:17][C@H:15]([OH:16])[C@@H:13]4[O:14][C:10]([C:11]=25)=[C:8]([OH:9])[CH:7]=1)[CH3:24]. The yield is 0.560. (2) The reactants are [CH3:1][O:2][C:3](=[O:13])[C:4]1[CH:9]=[C:8]([OH:10])[C:7]([OH:11])=[C:6]([OH:12])[CH:5]=1.[CH3:14]OS(OC)(=O)=O.[OH-].[Na+].OS(O)(=O)=O. The catalyst is O. The product is [OH:12][C:6]1[CH:5]=[C:4]([CH:9]=[C:8]([O:10][CH3:14])[C:7]=1[OH:11])[C:3]([O:2][CH3:1])=[O:13]. The yield is 0.470. (3) The reactants are [F:1][C:2]1[C:11]([N+:12]([O-])=O)=[CH:10][CH:9]=[C:8]([F:15])[C:3]=1[C:4]([O:6][CH3:7])=[O:5]. The catalyst is [Pd].C(O)C. The product is [NH2:12][C:11]1[C:2]([F:1])=[C:3]([C:8]([F:15])=[CH:9][CH:10]=1)[C:4]([O:6][CH3:7])=[O:5]. The yield is 0.990. (4) The reactants are [Br:1][C:2]1[CH:3]=[C:4]([CH:7]=[C:8]([F:10])[CH:9]=1)C=O.[CH3:11][N:12]([CH3:16])[CH2:13][CH2:14][NH2:15].CC(O)=O.[BH3-]C#N.[Na+]. The catalyst is CO. The product is [Br:1][C:2]1[CH:3]=[C:4]([NH:15][CH2:14][CH2:13][N:12]([CH3:16])[CH3:11])[CH:7]=[C:8]([F:10])[CH:9]=1. The yield is 0.510. (5) The reactants are C[O:2][C:3]([C:5]1([CH2:11][S:12]([N:15]2[CH2:20][CH2:19][N:18]([C:21]3[N:26]=[CH:25][C:24]([C:27]4[CH:32]=[CH:31][C:30]([F:33])=[CH:29][CH:28]=4)=[CH:23][N:22]=3)[CH2:17][CH2:16]2)(=[O:14])=[O:13])[CH2:10][CH2:9][CH2:8][CH2:7][CH2:6]1)=[O:4].O.[OH-].[Li+].CO.O. The catalyst is O1CCCC1. The product is [F:33][C:30]1[CH:31]=[CH:32][C:27]([C:24]2[CH:23]=[N:22][C:21]([N:18]3[CH2:19][CH2:20][N:15]([S:12]([CH2:11][C:5]4([C:3]([OH:4])=[O:2])[CH2:10][CH2:9][CH2:8][CH2:7][CH2:6]4)(=[O:13])=[O:14])[CH2:16][CH2:17]3)=[N:26][CH:25]=2)=[CH:28][CH:29]=1. The yield is 0.690. (6) The reactants are [C:1]([O:5][C:6](=[O:17])[NH:7][CH2:8][C:9]1[CH:14]=[CH:13][C:12]([CH2:15][OH:16])=[CH:11][CH:10]=1)([CH3:4])([CH3:3])[CH3:2].C(=O)=O.CC(C)=O.CC(OI1(OC(C)=O)(OC(C)=O)OC(=O)C2C=CC=CC1=2)=O.C(=O)(O)[O-].[Na+].S([O-])([O-])=O.[Na+].[Na+]. The catalyst is C(Cl)Cl. The product is [C:1]([O:5][C:6](=[O:17])[NH:7][CH2:8][C:9]1[CH:10]=[CH:11][C:12]([CH:15]=[O:16])=[CH:13][CH:14]=1)([CH3:4])([CH3:2])[CH3:3]. The yield is 1.00. (7) The reactants are [NH:1]1[CH:5]=[CH:4][CH:3]=[C:2]1[C:6]1[S:7][CH:8]=[CH:9][N:10]=1.[H-].[Na+].[CH:13]([Si:16](Cl)([CH:20]([CH3:22])[CH3:21])[CH:17]([CH3:19])[CH3:18])([CH3:15])[CH3:14].O. The catalyst is CN(C)C=O.C(OCC)C. The product is [CH:13]([Si:16]([CH:20]([CH3:22])[CH3:21])([CH:17]([CH3:19])[CH3:18])[N:1]1[CH:5]=[CH:4][CH:3]=[C:2]1[C:6]1[S:7][CH:8]=[CH:9][N:10]=1)([CH3:15])[CH3:14]. The yield is 0.800. (8) The reactants are [N+:1]([C:4]1[CH:5]=[CH:6][CH:7]=[C:8]([C:15]([NH:17][C:18]2[CH:23]=[CH:22][C:21]([Cl:24])=[CH:20][C:19]=2[CH3:25])=[O:16])[C:9]=1[C:10](OCC)=[O:11])([O-:3])=[O:2].[CH:26]([NH2:29])([CH3:28])[CH3:27]. The catalyst is O1CCOCC1. The product is [N+:1]([C:4]1[CH:5]=[CH:6][CH:7]=[C:8]([C:15]([NH:17][C:18]2[CH:23]=[CH:22][C:21]([Cl:24])=[CH:20][C:19]=2[CH3:25])=[O:16])[C:9]=1[C:10]([NH:29][CH:26]([CH3:28])[CH3:27])=[O:11])([O-:3])=[O:2]. The yield is 0.850.